Task: Predict the reaction yield, written as a fraction of the theoretical maximum amount of product (1.0 means a 100% yield; for example, 0.34 means a 34% yield).. Dataset: Reaction yield outcomes from USPTO patents with 853,638 reactions (1) The catalyst is C1(C)C=CC=CC=1. The product is [CH2:43]([C@H:42]1[N:41]([C:39]([O:38][C:34]([CH3:36])([CH3:35])[CH3:37])=[O:40])[CH2:49][C:50]2([CH2:51][CH2:52]2)[N:53]([C:54]([O:55][CH2:56][C:57]2[CH:62]=[CH:61][CH:60]=[CH:59][CH:58]=2)=[O:63])[CH2:47]1)[CH:44]([CH3:46])[CH3:45]. The reactants are C1(P(C2C=CC=CC=2)C2C=CC=CC=2)C=CC=CC=1.N(C(OC(C)C)=O)=NC(OC(C)C)=O.[C:34]([O:38][C:39]([N:41]([CH2:49][C:50]1([NH:53][C:54](=[O:63])[O:55][CH2:56][C:57]2[CH:62]=[CH:61][CH:60]=[CH:59][CH:58]=2)[CH2:52][CH2:51]1)[C@@H:42]([CH2:47]O)[CH2:43][CH:44]([CH3:46])[CH3:45])=[O:40])([CH3:37])([CH3:36])[CH3:35]. The yield is 0.470. (2) The reactants are C([N:8]1[C@H:12]([C:13]2[CH:18]=[CH:17][CH:16]=[CH:15][CH:14]=2)[CH2:11][CH2:10][C@@H:9]1[C:19]([OH:21])=[O:20])(OC(C)(C)C)=O.[ClH:22]. The catalyst is O1CCOCC1. The product is [ClH:22].[C:13]1([C@H:12]2[NH:8][C@@H:9]([C:19]([OH:21])=[O:20])[CH2:10][CH2:11]2)[CH:14]=[CH:15][CH:16]=[CH:17][CH:18]=1. The yield is 1.00.